This data is from Peptide-MHC class II binding affinity with 134,281 pairs from IEDB. The task is: Regression. Given a peptide amino acid sequence and an MHC pseudo amino acid sequence, predict their binding affinity value. This is MHC class II binding data. (1) The peptide sequence is GNKLCALLYGDAEKPAESGG. The MHC is HLA-DQA10301-DQB10302 with pseudo-sequence HLA-DQA10301-DQB10302. The binding affinity (normalized) is 0. (2) The peptide sequence is PPTVTIFKISKTVSE. The MHC is DRB1_1302 with pseudo-sequence DRB1_1302. The binding affinity (normalized) is 0.368. (3) The peptide sequence is RRPLGIFSWTITDAV. The MHC is DRB1_0101 with pseudo-sequence DRB1_0101. The binding affinity (normalized) is 0.754.